Task: Predict the reactants needed to synthesize the given product.. Dataset: Full USPTO retrosynthesis dataset with 1.9M reactions from patents (1976-2016) (1) The reactants are: [Cl:1][C:2]1[CH:3]=[C:4](/[CH:9]=[CH:10]/[C:11]([N:13]2[CH2:19][CH2:18][C:17](=[O:20])[NH:16][CH2:15][CH2:14]2)=[O:12])[CH:5]=[CH:6][C:7]=1[Cl:8].CC1(C)[O:26][C@@H:25]([CH2:27][CH2:28]OS(C)(=O)=O)[CH2:24][O:23]1. Given the product [Cl:1][C:2]1[CH:3]=[C:4](/[CH:9]=[CH:10]/[C:11]([N:13]2[CH2:19][CH2:18][C:17](=[O:20])[N:16]([CH2:28][CH2:27][C@H:25]([OH:26])[CH2:24][OH:23])[CH2:15][CH2:14]2)=[O:12])[CH:5]=[CH:6][C:7]=1[Cl:8], predict the reactants needed to synthesize it. (2) The reactants are: [Br:1][C:2]1[CH:3]=[C:4]([CH:8]=[CH:9][C:10]=1[CH2:11][CH3:12])[C:5]([OH:7])=[O:6].OS(O)(=O)=O.[CH3:18]O. Given the product [Br:1][C:2]1[CH:3]=[C:4]([CH:8]=[CH:9][C:10]=1[CH2:11][CH3:12])[C:5]([O:7][CH3:18])=[O:6], predict the reactants needed to synthesize it. (3) The reactants are: [F:1][C:2]1[C:7]([OH:8])=[CH:6][CH:5]=[CH:4][N:3]=1.CO[C@@H]1[C@@H](C(OC)=O)[C@@H:23]2[C@@H:14]([CH2:15][N:16]3[C@H:21]([CH2:22]2)C2NC4C=C(OC)C=CC=4C=2CC3)[CH2:13][C@H]1OC(C1C=C(OC)C(OC)=C(OC)C=1)=O.C(#[N:55])C. Given the product [F:1][C:2]1[C:7]([O:8][C:15]2[N:16]=[CH:21][CH:22]=[CH:23][C:14]=2[C:13]#[N:55])=[CH:6][CH:5]=[CH:4][N:3]=1, predict the reactants needed to synthesize it. (4) Given the product [C:23]([OH:32])(=[O:31])[CH:24]([CH:26]([C:28]([OH:30])=[O:29])[OH:27])[OH:25], predict the reactants needed to synthesize it. The reactants are: C(OC(N1CCC(NCC2C=CC=CC=2)C(O)C1)=O)(C)(C)C.[C:23]([OH:32])(=[O:31])[C@H:24]([C@@H:26]([C:28]([OH:30])=[O:29])[OH:27])[OH:25]. (5) The reactants are: [CH2:1]([O:8][C:9]1[CH:10]=[C:11]2[C:16](=[CH:17][C:18]=1[O:19][CH3:20])[CH:15]([CH2:21]S(C1N(C3C=CC=CC=3)N=NN=1)(=O)=O)[N:14](C(OC(C)(C)C)=O)[CH2:13][CH2:12]2)[C:2]1[CH:7]=[CH:6][CH:5]=[CH:4][CH:3]=1.[CH:43]([C:45]1[C:53]2[C:48](=[CH:49][CH:50]=[CH:51][CH:52]=2)[N:47]([C:54]([O:56][C:57]([CH3:60])([CH3:59])[CH3:58])=[O:55])[CH:46]=1)=O.C[Si]([N-][Si](C)(C)C)(C)C.[Li+]. Given the product [CH2:1]([O:8][C:9]1[CH:10]=[C:11]2[C:16](=[CH:17][C:18]=1[O:19][CH3:20])[CH:15](/[CH:21]=[CH:43]/[C:45]1[C:53]3[C:48](=[CH:49][CH:50]=[CH:51][CH:52]=3)[N:47]([C:54]([O:56][C:57]([CH3:60])([CH3:59])[CH3:58])=[O:55])[CH:46]=1)[NH:14][CH2:13][CH2:12]2)[C:2]1[CH:7]=[CH:6][CH:5]=[CH:4][CH:3]=1, predict the reactants needed to synthesize it. (6) Given the product [CH3:10][CH:3]1[CH2:4][CH2:5][CH2:6][CH2:7][NH:1][C:2]1=[O:8], predict the reactants needed to synthesize it. The reactants are: [NH:1]1[CH2:7][CH2:6][CH2:5][CH2:4][CH2:3][C:2]1=[O:8].[Li][CH2:10]CCC.CI. (7) Given the product [F:7][C:8]1[C:9]([CH2:10][OH:11])=[C:13]([CH2:12][OH:18])[C:14]([F:17])=[CH:15][CH:16]=1, predict the reactants needed to synthesize it. The reactants are: [H-].[Al+3].[Li+].[H-].[H-].[H-].[F:7][C:8]1[CH:16]=[CH:15][C:14]([F:17])=[C:13]2[C:9]=1[C:10](=O)[O:11][C:12]2=[O:18].C(OCC)C.CC(=O)OCC.